Dataset: Forward reaction prediction with 1.9M reactions from USPTO patents (1976-2016). Task: Predict the product of the given reaction. (1) Given the reactants [NH:1]1[C:9]2[C:4](=[CH:5][C:6]([O:10][C:11]3[CH:20]=[CH:19][CH:18]=[CH:17][C:12]=3[C:13](OC)=[O:14])=[CH:7][CH:8]=2)[CH:3]=[N:2]1.[H-].[Al+3].[Li+].[H-].[H-].[H-].O.[OH-].[Na+], predict the reaction product. The product is: [NH:1]1[C:9]2[C:4](=[CH:5][C:6]([O:10][C:11]3[CH:20]=[CH:19][CH:18]=[CH:17][C:12]=3[CH2:13][OH:14])=[CH:7][CH:8]=2)[CH:3]=[N:2]1. (2) Given the reactants CC1(C)CCCC(C)(C)N1.C([Li])CCC.[C:16]([Si:20]([O:23][CH2:24][CH2:25][C:26]1[CH:31]=[CH:30][CH:29]=[CH:28][C:27]=1[F:32])([CH3:22])[CH3:21])([CH3:19])([CH3:18])[CH3:17].CN([CH:36]=[O:37])C, predict the reaction product. The product is: [Si:20]([O:23][CH2:24][CH2:25][C:26]1[C:27]([F:32])=[C:28]([CH:29]=[CH:30][CH:31]=1)[CH:36]=[O:37])([C:16]([CH3:19])([CH3:17])[CH3:18])([CH3:21])[CH3:22]. (3) Given the reactants [CH2:1]([NH:4][C:5]([C:7]1[CH:17]=[CH:16][C:10]2[CH2:11][CH2:12][NH:13][CH2:14][CH2:15][C:9]=2[CH:8]=1)=[O:6])[C:2]#[CH:3].[C:18]([OH:21])(=[O:20])C, predict the reaction product. The product is: [C:7]([O:21][C:18]([N:13]1[CH2:12][CH2:11][C:10]2[CH:16]=[CH:17][C:7]([C:5]3[O:6][C:2]([CH3:3])=[CH:1][N:4]=3)=[CH:8][C:9]=2[CH2:15][CH2:14]1)=[O:20])([CH3:17])([CH3:8])[CH3:5]. (4) The product is: [Cl:1][C:2]1[CH:7]=[CH:6][C:5]([C:11]#[C:10][Si:12]([CH3:15])([CH3:14])[CH3:13])=[C:4]([F:9])[CH:3]=1. Given the reactants [Cl:1][C:2]1[CH:7]=[CH:6][C:5](I)=[C:4]([F:9])[CH:3]=1.[C:10]([Si:12]([CH3:15])([CH3:14])[CH3:13])#[CH:11], predict the reaction product. (5) Given the reactants [CH3:1][O:2][C:3]1[CH:17]=[CH:16][C:6]([CH2:7][C:8]2[O:12][N:11]=[C:10]([C:13]([OH:15])=O)[CH:9]=2)=[CH:5][CH:4]=1.[O:18]1[CH2:22][CH2:21][CH:20]([CH2:23][NH2:24])[CH2:19]1.ON1C2C=CC=CC=2N=N1.Cl.C(N=C=NCCCN(C)C)C, predict the reaction product. The product is: [O:18]1[CH2:22][CH2:21][CH:20]([CH2:23][NH:24][C:13]([C:10]2[CH:9]=[C:8]([CH2:7][C:6]3[CH:5]=[CH:4][C:3]([O:2][CH3:1])=[CH:17][CH:16]=3)[O:12][N:11]=2)=[O:15])[CH2:19]1. (6) The product is: [C:1]12([CH2:11][C:12]([NH:14][C:15]3[CH:24]=[CH:23][CH:22]=[C:21]4[C:16]=3[CH:17]=[CH:18][N:29]([CH2:28][CH2:26][OH:27])[C:20]4=[O:19])=[O:13])[CH2:10][CH:5]3[CH2:6][CH:7]([CH2:9][CH:3]([CH2:4]3)[CH2:2]1)[CH2:8]2. Given the reactants [C:1]12([CH2:11][C:12]([NH:14][C:15]3[CH:24]=[CH:23][CH:22]=[C:21]4[C:16]=3[CH:17]=[CH:18][O:19][C:20]4=O)=[O:13])[CH2:10][CH:5]3[CH2:6][CH:7]([CH2:9][CH:3]([CH2:4]3)[CH2:2]1)[CH2:8]2.[CH2:26]([CH2:28][NH2:29])[OH:27], predict the reaction product. (7) Given the reactants [Br:1][C:2]1[CH:16]=[CH:15][C:5]([O:6][CH2:7][C:8]([CH3:14])([CH3:13])[C:9]([O:11]C)=[O:10])=[CH:4][CH:3]=1.[OH-].[Na+].CO, predict the reaction product. The product is: [Br:1][C:2]1[CH:3]=[CH:4][C:5]([O:6][CH2:7][C:8]([CH3:13])([CH3:14])[C:9]([OH:11])=[O:10])=[CH:15][CH:16]=1. (8) Given the reactants [Cl:1][C:2]1[CH:3]=[C:4]([CH:12]([CH2:22][C@H:23]2[CH2:28][CH2:27][CH2:26][S:25][CH2:24]2)[C:13]([NH:15][C:16]2[CH:21]=[N:20][CH:19]=[CH:18][N:17]=2)=[O:14])[CH:5]=[CH:6][C:7]=1[S:8]([CH3:11])(=[O:10])=[O:9].C(O)=[O:30].OO, predict the reaction product. The product is: [Cl:1][C:2]1[CH:3]=[C:4]([CH:12]([CH2:22][C@H:23]2[CH2:28][CH2:27][CH2:26][S:25](=[O:30])[CH2:24]2)[C:13]([NH:15][C:16]2[CH:21]=[N:20][CH:19]=[CH:18][N:17]=2)=[O:14])[CH:5]=[CH:6][C:7]=1[S:8]([CH3:11])(=[O:10])=[O:9]. (9) Given the reactants [CH3:1][N:2]1[CH:6]=[C:5]([C:7]2[N:12]=[C:11]3[N:13]([CH2:16][C@H:17]4[O:22][CH2:21][CH2:20][N:19](C(OC(C)(C)C)=O)[CH2:18]4)[N:14]=[N:15][C:10]3=[N:9][CH:8]=2)[CH:4]=[N:3]1.C(O)(C(F)(F)F)=O, predict the reaction product. The product is: [CH3:1][N:2]1[CH:6]=[C:5]([C:7]2[N:12]=[C:11]3[N:13]([CH2:16][C@H:17]4[O:22][CH2:21][CH2:20][NH:19][CH2:18]4)[N:14]=[N:15][C:10]3=[N:9][CH:8]=2)[CH:4]=[N:3]1.